From a dataset of Full USPTO retrosynthesis dataset with 1.9M reactions from patents (1976-2016). Predict the reactants needed to synthesize the given product. (1) Given the product [OH:1][CH2:2][C@@:3]1([C:14]([O:16][CH2:17][CH3:18])=[O:15])[C:11]2[C:6](=[CH:7][CH:8]=[CH:9][CH:10]=2)[C:5](=[O:12])[N:4]1[CH3:13], predict the reactants needed to synthesize it. The reactants are: [OH:1][CH2:2][C:3]1([C:14]([O:16][CH2:17][CH3:18])=[O:15])[C:11]2[C:6](=[CH:7][CH:8]=[CH:9][CH:10]=2)[C:5](=[O:12])[N:4]1[CH3:13].C(=O)=O.CO. (2) Given the product [NH2:3][C:8]1[N:13]=[C:12]([CH2:14][C:15]([NH:17][C:18]2[CH:19]=[CH:20][C:21]([NH:24][C:25]([C:27]3[C:28]([C:34]4[CH:35]=[CH:36][C:37]([C:40]([F:43])([F:41])[F:42])=[CH:38][CH:39]=4)=[CH:29][C:30]([CH3:33])=[CH:31][CH:32]=3)=[O:26])=[CH:22][CH:23]=2)=[O:16])[CH:11]=[CH:10][CH:9]=1, predict the reactants needed to synthesize it. The reactants are: CC1[N:3]([C:8]2[N:13]=[C:12]([CH2:14][C:15]([NH:17][C:18]3[CH:23]=[CH:22][C:21]([NH:24][C:25]([C:27]4[C:28]([C:34]5[CH:39]=[CH:38][C:37]([C:40]([F:43])([F:42])[F:41])=[CH:36][CH:35]=5)=[CH:29][C:30]([CH3:33])=[CH:31][CH:32]=4)=[O:26])=[CH:20][CH:19]=3)=[O:16])[CH:11]=[CH:10][CH:9]=2)C(C)=CC=1.Cl.NO.C(N(CC)CC)C.